This data is from Forward reaction prediction with 1.9M reactions from USPTO patents (1976-2016). The task is: Predict the product of the given reaction. (1) Given the reactants [ClH:1].O1CCOCC1.C(OC([NH:15][C@@H:16]([CH2:30][CH2:31][CH2:32][NH:33][C:34]([C@H:36]1[NH:54][C:53](=[O:55])[C@H:52]([CH2:56][C@@H:57]([OH:67])[CH2:58][NH:59]C(OC(C)(C)C)=O)[NH:51][C:50](=[O:68])[C@@H:49]([NH:69]C(OC(C)(C)C)=O)[CH2:48][C:47]2[CH:77]=[C:43]([CH:44]=[CH:45][C:46]=2[OH:78])[C:42]2=[CH:79][C:38](=[CH:39][CH:40]=[CH:41]2)[CH2:37]1)=[O:35])[C:17]([NH:19][CH2:20][CH2:21][NH:22]C(=O)OC(C)(C)C)=[O:18])=O)(C)(C)C, predict the reaction product. The product is: [ClH:1].[ClH:1].[ClH:1].[ClH:1].[NH2:69][C@H:49]1[CH2:48][C:47]2[CH:77]=[C:43]([CH:44]=[CH:45][C:46]=2[OH:78])[C:42]2=[CH:79][C:38](=[CH:39][CH:40]=[CH:41]2)[CH2:37][C@@H:36]([C:34]([NH:33][CH2:32][CH2:31][CH2:30][C@H:16]([NH2:15])[C:17]([NH:19][CH2:20][CH2:21][NH2:22])=[O:18])=[O:35])[NH:54][C:53](=[O:55])[C@H:52]([CH2:56][C@@H:57]([OH:67])[CH2:58][NH2:59])[NH:51][C:50]1=[O:68]. (2) Given the reactants C(OC([N:8]1[CH2:17][CH2:16][C:15]2[NH:14][N:13]=[C:12]([C:18]3[CH:23]=[CH:22][C:21]([Cl:24])=[CH:20][CH:19]=3)[C:11]=2[CH2:10][CH2:9]1)=O)(C)(C)C.[CH3:25][O:26][C:27]1[CH:28]=[C:29]([CH:32]=[CH:33][CH:34]=1)[CH2:30]Cl, predict the reaction product. The product is: [Cl:24][C:21]1[CH:20]=[CH:19][C:18]([C:12]2[C:11]3[CH2:10][CH2:9][NH:8][CH2:17][CH2:16][C:15]=3[N:14]([CH2:30][C:29]3[CH:32]=[CH:33][CH:34]=[C:27]([O:26][CH3:25])[CH:28]=3)[N:13]=2)=[CH:23][CH:22]=1. (3) Given the reactants [NH2:1][CH2:2][CH2:3][C:4]1[C:12]2[C:7](=[CH:8][CH:9]=[CH:10][CH:11]=2)[NH:6][CH:5]=1.FC(F)(F)C(O)=O.[CH:20](=O)[C:21]1[CH:26]=[CH:25][CH:24]=[CH:23][CH:22]=1, predict the reaction product. The product is: [C:21]1([CH:20]2[C:5]3[NH:6][C:7]4[C:12](=[CH:11][CH:10]=[CH:9][CH:8]=4)[C:4]=3[CH2:3][CH2:2][NH:1]2)[CH:26]=[CH:25][CH:24]=[CH:23][CH:22]=1. (4) Given the reactants [C:1]([O:5][C:6]([NH:8][C@@H:9]([CH2:12][CH:13]1[CH2:18][CH2:17][CH:16]([O:19][Si:20]([C:23]([CH3:26])([CH3:25])[CH3:24])([CH3:22])[CH3:21])[CH2:15][CH2:14]1)[CH2:10][OH:11])=[O:7])([CH3:4])([CH3:3])[CH3:2].CCN(CC)CC.[CH3:34][S:35](Cl)(=[O:37])=[O:36].O, predict the reaction product. The product is: [C:1]([O:5][C:6]([NH:8][C@@H:9]([CH2:12][CH:13]1[CH2:14][CH2:15][CH:16]([O:19][Si:20]([C:23]([CH3:26])([CH3:25])[CH3:24])([CH3:21])[CH3:22])[CH2:17][CH2:18]1)[CH2:10][O:11][S:35]([CH3:34])(=[O:37])=[O:36])=[O:7])([CH3:2])([CH3:4])[CH3:3]. (5) Given the reactants [CH3:1][O:2][C:3]1[CH:4]=[C:5]2[C:18](=[CH:19][CH:20]=1)[C:8]1([CH2:13][CH2:12][CH2:11][C:10](N(C)N=O)=[N:9]1)[CH2:7][CH2:6]2.CN(C)C=O.CC(C)([O-])C.[K+].[N+:32]([CH3:35])([O-:34])=[O:33], predict the reaction product. The product is: [CH3:1][O:2][C:3]1[CH:4]=[C:5]2[C:18](=[CH:19][CH:20]=1)[C:8]1([CH2:13][CH2:12][CH2:11][C:10](=[CH:35][N+:32]([O-:34])=[O:33])[NH:9]1)[CH2:7][CH2:6]2. (6) Given the reactants [CH2:1]([O:4][C:5]1([CH3:35])[CH2:10][CH2:9][N:8]([C:11]2[N:16]3[N:17]=[C:18]([C:20](O)=[O:21])[CH:19]=[C:15]3[N:14]=[C:13]([CH3:23])[C:12]=2[C@H:24]([O:30][C:31]([CH3:34])([CH3:33])[CH3:32])[C:25]([O:27][CH2:28][CH3:29])=[O:26])[CH2:7][CH2:6]1)[CH:2]=[CH2:3].C(Cl)(=O)C(Cl)=O.[NH2:42][CH2:43][C:44](=[O:53])[CH2:45][C:46]1[CH:51]=[CH:50][CH:49]=[C:48]([Br:52])[CH:47]=1.Cl.CCN(C(C)C)C(C)C, predict the reaction product. The product is: [CH2:1]([O:4][C:5]1([CH3:35])[CH2:6][CH2:7][N:8]([C:11]2[N:16]3[N:17]=[C:18]([C:20](=[O:21])[NH:42][CH2:43][C:44](=[O:53])[CH2:45][C:46]4[CH:51]=[CH:50][CH:49]=[C:48]([Br:52])[CH:47]=4)[CH:19]=[C:15]3[N:14]=[C:13]([CH3:23])[C:12]=2[C@H:24]([O:30][C:31]([CH3:33])([CH3:34])[CH3:32])[C:25]([O:27][CH2:28][CH3:29])=[O:26])[CH2:9][CH2:10]1)[CH:2]=[CH2:3].